From a dataset of Forward reaction prediction with 1.9M reactions from USPTO patents (1976-2016). Predict the product of the given reaction. Given the reactants C1C(=O)N([Br:8])C(=O)C1.[CH3:9][O:10][C:11]([C:13]1[CH:17]=[CH:16][N:15]([CH:18]([CH3:20])[CH3:19])[CH:14]=1)=[O:12], predict the reaction product. The product is: [CH3:9][O:10][C:11]([C:13]1[CH:17]=[C:16]([Br:8])[N:15]([CH:18]([CH3:20])[CH3:19])[CH:14]=1)=[O:12].